Predict the reactants needed to synthesize the given product. From a dataset of Full USPTO retrosynthesis dataset with 1.9M reactions from patents (1976-2016). (1) Given the product [F:5][C:6]1[CH:11]=[CH:10][C:9]([C:12]2[C:20]3[C:15](=[CH:16][CH:17]=[CH:18][CH:19]=3)[N:14]([CH:21]([CH3:23])[CH3:22])[C:13]=2[CH:4]=[CH:3][CH:1]=[O:2])=[CH:8][CH:7]=1, predict the reactants needed to synthesize it. The reactants are: [CH:1]([CH:3]=[CH2:4])=[O:2].[F:5][C:6]1[CH:11]=[CH:10][C:9]([C:12]2[C:20]3[C:15](=[CH:16][CH:17]=[CH:18][CH:19]=3)[N:14]([CH:21]([CH3:23])[CH3:22])[CH:13]=2)=[CH:8][CH:7]=1.O. (2) Given the product [ClH:53].[F:36][C:31]1[CH:32]=[CH:33][CH:34]=[CH:35][C:30]=1[C:24]1[CH:25]=[CH:26][C:27]([C:28]2[N:29]=[N:37][NH:38][N:39]=2)=[C:22]([O:21][C@H:13]2[CH2:12][CH2:11][C@@H:10]3[C@H:15]([CH2:16][C@@H:17]([C:18]([OH:20])=[O:19])[NH:8][CH2:9]3)[CH2:14]2)[CH:23]=1, predict the reactants needed to synthesize it. The reactants are: C(OC([N:8]1[C@H:17]([C:18]([OH:20])=[O:19])[CH2:16][C@H:15]2[C@@H:10]([CH2:11][CH2:12][C@H:13]([O:21][C:22]3[CH:23]=[C:24]([C:30]4[CH:35]=[CH:34][CH:33]=[CH:32][C:31]=4[F:36])[CH:25]=[CH:26][C:27]=3[C:28]#[N:29])[CH2:14]2)[CH2:9]1)=O)(C)(C)C.[N:37]([Sn](CCCC)(CCCC)CCCC)=[N+:38]=[N-:39].[Cl:53]CCl. (3) The reactants are: [C:1](=[O:47])([O-:46])[O:2][CH:3]([CH2:22][CH2:23][CH2:24][CH2:25][CH2:26][CH2:27][CH2:28]/[CH:29]=[CH:30]\[CH2:31][C@H:32]([OH:45])[CH2:33][CH2:34][CH2:35][CH2:36][CH2:37][CH2:38]CCCN(C)C)[CH2:4][CH2:5][CH2:6][CH2:7][CH2:8][CH2:9][CH2:10]/[CH:11]=[CH:12]\[CH2:13][C@H:14]([OH:21])[CH2:15][CH2:16][CH2:17][CH2:18][CH2:19][CH3:20].[N:48]1[CH:53]=[CH:52][CH:51]=C[CH:49]=1.[C:54](Cl)(=[O:60])[CH2:55][CH2:56][C:57](Cl)=[O:58].Cl[CH2:63]Cl. Given the product [C:1](=[O:47])([O:46][CH2:51][CH2:52][CH2:53][N:48]([CH3:49])[CH3:63])[O:2][CH:3]1[CH2:4][CH2:5][CH2:6][CH2:7][CH2:8][CH2:9][CH2:10][CH:11]=[CH:12][CH2:13][C@@H:14]([CH2:15][CH2:16][CH2:17][CH2:18][CH2:19][CH3:20])[O:21][C:57](=[O:58])[CH2:56][CH2:55][C:54](=[O:60])[O:45][C@H:32]([CH2:33][CH2:34][CH2:35][CH2:36][CH2:37][CH3:38])[CH2:31][CH:30]=[CH:29][CH2:28][CH2:27][CH2:26][CH2:25][CH2:24][CH2:23][CH2:22]1, predict the reactants needed to synthesize it. (4) Given the product [CH:29]1([CH2:28][CH:23]([C:20]2[CH:21]=[CH:22][C:17]([S:16][CH2:15][O:14][CH3:13])=[CH:18][CH:19]=2)[C:24]([OH:26])=[O:25])[CH2:33][CH2:32][CH2:31][CH2:30]1, predict the reactants needed to synthesize it. The reactants are: C(NC(C)C)(C)C.C([Li])CCC.[CH3:13][O:14][CH2:15][S:16][C:17]1[CH:22]=[CH:21][C:20]([CH2:23][C:24]([OH:26])=[O:25])=[CH:19][CH:18]=1.I[CH2:28][CH:29]1[CH2:33][CH2:32][CH2:31][CH2:30]1. (5) Given the product [CH3:9][O:10][C:11]1[CH:12]=[C:13]([CH:15]=[CH:16][CH:17]=1)[N:14]=[CH:7][C:5]1[O:4][N:3]=[C:2]([CH3:1])[CH:6]=1, predict the reactants needed to synthesize it. The reactants are: [CH3:1][C:2]1[CH:6]=[C:5]([CH:7]=O)[O:4][N:3]=1.[CH3:9][O:10][C:11]1[CH:12]=[C:13]([CH:15]=[CH:16][CH:17]=1)[NH2:14]. (6) Given the product [Cl:1][C:2]1[CH:3]=[C:4](/[N:9]=[C:10]2\[S:11][CH2:23][N:12]\2[C:13](=[O:21])[CH2:14][C:15]2[CH:16]=[CH:17][CH:18]=[CH:19][CH:20]=2)[CH:5]=[C:6]([Cl:8])[CH:7]=1, predict the reactants needed to synthesize it. The reactants are: [Cl:1][C:2]1[CH:3]=[C:4]([NH:9][C:10]([NH:12][C:13](=[O:21])[CH2:14][C:15]2[CH:20]=[CH:19][CH:18]=[CH:17][CH:16]=2)=[S:11])[CH:5]=[C:6]([Cl:8])[CH:7]=1.I[CH2:23]I.C(N(CC)CC)C. (7) Given the product [ClH:33].[NH2:8][C@H:9]([CH2:23][C:24]1[CH:29]=[C:28]([F:30])[C:27]([F:31])=[CH:26][C:25]=1[F:32])[CH2:10][C:11]([N:13]1[CH2:19][CH2:18][C@@H:17]([CH3:20])[NH:16][C:15](=[O:21])[C@H:14]1[CH3:22])=[O:12], predict the reactants needed to synthesize it. The reactants are: C(OC([NH:8][C@H:9]([CH2:23][C:24]1[CH:29]=[C:28]([F:30])[C:27]([F:31])=[CH:26][C:25]=1[F:32])[CH2:10][C:11]([N:13]1[CH2:19][CH2:18][C@@H:17]([CH3:20])[NH:16][C:15](=[O:21])[C@H:14]1[CH3:22])=[O:12])=O)(C)(C)C.[ClH:33]. (8) Given the product [CH3:20][O:21][C:22]1[CH:23]=[C:24]2[C:28](=[CH:29][CH:30]=1)[N:27]([CH3:31])[CH:26]=[C:25]2[C:32]1[NH:33][C:19]2=[N:18][CH:17]=[CH:16][N:15]=[C:14]2[CH:13]=1, predict the reactants needed to synthesize it. The reactants are: C(NC(C)C)(C)C.C([Li])CCC.[CH3:13][C:14]1[CH:19]=[N:18][CH:17]=[CH:16][N:15]=1.[CH3:20][O:21][C:22]1[CH:23]=[C:24]2[C:28](=[CH:29][CH:30]=1)[N:27]([CH3:31])[CH:26]=[C:25]2[C:32]#[N:33].